From a dataset of Kir2.1 potassium channel HTS with 301,493 compounds. Binary Classification. Given a drug SMILES string, predict its activity (active/inactive) in a high-throughput screening assay against a specified biological target. (1) The compound is Fc1ccc(/C=C2\N(C(=NC2=O)N)C)cc1. The result is 0 (inactive). (2) The compound is S=C(NNC(=O)c1c2c(nc(c1)c1cccnc1)cccc2)Nc1ccc(cc1)C(OCC)=O. The result is 0 (inactive). (3) The molecule is Fc1c(N2CCCC2)ccc(c1)C(=O)C. The result is 0 (inactive). (4) The drug is Clc1ccc(SCC(=O)N2CCN(S(=O)(=O)c3ccc(cc3)C)CC2)cc1. The result is 0 (inactive). (5) The drug is O1c2cc(CNC(=O)c3c4nc5c(nc4n(c3N)c3ccc(N)cc3)cccc5)ccc2OC1. The result is 0 (inactive). (6) The drug is O(c1c(=O)[nH]c(nc1)c1ccccc1)c1ccccc1. The result is 0 (inactive).